From a dataset of Reaction yield outcomes from USPTO patents with 853,638 reactions. Predict the reaction yield, written as a fraction of the theoretical maximum amount of product (1.0 means a 100% yield; for example, 0.34 means a 34% yield). (1) The reactants are [F:1][C:2]1[CH:3]=[CH:4][C:5]2[O:9][N:8]=[C:7]([CH:10]3[CH2:15][CH2:14][NH:13][CH2:12][CH2:11]3)[C:6]=2[CH:16]=1.[C:17]([O:21][C:22](=[O:33])[NH:23][C@H:24]1[CH2:29][CH2:28][C@H:27]([CH2:30][CH:31]=O)[CH2:26][CH2:25]1)([CH3:20])([CH3:19])[CH3:18].C(N(CC)CC)C.C(O[BH-](OC(=O)C)OC(=O)C)(=O)C.[Na+]. The catalyst is ClCCCl. The product is [C:17]([O:21][C:22](=[O:33])[NH:23][C@H:24]1[CH2:25][CH2:26][C@H:27]([CH2:30][CH2:31][N:13]2[CH2:12][CH2:11][CH:10]([C:7]3[C:6]4[CH:16]=[C:2]([F:1])[CH:3]=[CH:4][C:5]=4[O:9][N:8]=3)[CH2:15][CH2:14]2)[CH2:28][CH2:29]1)([CH3:20])([CH3:19])[CH3:18]. The yield is 1.00. (2) The reactants are C[Si]([N-][Si](C)(C)C)(C)C.[Na+].[NH2:11][C:12]1[N:16](C(OC(C)(C)C)=O)[N:15]=[C:14]([CH2:24][CH2:25][C:26]2[CH:31]=[C:30]([O:32][CH3:33])[CH:29]=[C:28]([O:34][CH3:35])[CH:27]=2)[CH:13]=1.[CH3:36][N:37]1[CH2:42][CH2:41][N:40]([C:43]2[N:48]=[CH:47][C:46]([C:49](OC)=[O:50])=[CH:45][N:44]=2)[CH2:39][CH2:38]1. The catalyst is C1COCC1. The product is [CH3:33][O:32][C:30]1[CH:31]=[C:26]([CH2:25][CH2:24][C:14]2[CH:13]=[C:12]([NH:11][C:49]([C:46]3[CH:47]=[N:48][C:43]([N:40]4[CH2:41][CH2:42][N:37]([CH3:36])[CH2:38][CH2:39]4)=[N:44][CH:45]=3)=[O:50])[NH:16][N:15]=2)[CH:27]=[C:28]([O:34][CH3:35])[CH:29]=1. The yield is 0.00633. (3) The product is [CH2:1]([C:3]1[N:4]([CH2:14][CH2:15][O:16][C:17]2[CH:24]=[CH:23][C:20]([CH:21]=[O:22])=[CH:19][CH:18]=2)[C:5](=[O:12])[C:6]([CH2:10][CH3:11])=[C:7]([CH3:9])[N:8]=1)[CH3:2]. No catalyst specified. The yield is 0.280. The reactants are [CH2:1]([C:3]1[NH:4][C:5](=[O:12])[C:6]([CH2:10][CH3:11])=[C:7]([CH3:9])[N:8]=1)[CH3:2].Br[CH2:14][CH2:15][O:16][C:17]1[CH:24]=[CH:23][C:20]([CH:21]=[O:22])=[CH:19][CH:18]=1.[H-].[Na+]. (4) The reactants are Br[C:2]1[C:7]([Cl:8])=[CH:6][C:5]([OH:9])=[C:4]([Cl:10])[CH:3]=1.[B:11]1([B:11]2[O:15][C:14]([CH3:17])([CH3:16])[C:13]([CH3:19])([CH3:18])[O:12]2)[O:15][C:14]([CH3:17])([CH3:16])[C:13]([CH3:19])([CH3:18])[O:12]1. No catalyst specified. The product is [Cl:10][C:4]1[CH:3]=[C:2]([B:11]2[O:15][C:14]([CH3:17])([CH3:16])[C:13]([CH3:19])([CH3:18])[O:12]2)[C:7]([Cl:8])=[CH:6][C:5]=1[OH:9]. The yield is 0.250. (5) The catalyst is O1CCOCC1.C1C=CC(P(C2C=CC=CC=2)[C-]2C=CC=C2)=CC=1.C1C=CC(P(C2C=CC=CC=2)[C-]2C=CC=C2)=CC=1.Cl[Pd]Cl.[Fe+2]. The reactants are Br[C:2]1[CH:3]=[CH:4][C:5]2[O:11][CH2:10][CH2:9][N:8]3[CH:12]=[C:13]([C:15]4[N:19]([C:20]5[CH:25]=[CH:24][CH:23]=[CH:22][C:21]=5[Cl:26])[N:18]=[C:17]([NH2:27])[N:16]=4)[N:14]=[C:7]3[C:6]=2[CH:28]=1.[C:29]1(B(O)O)[CH:34]=[CH:33][CH:32]=[CH:31][CH:30]=1.C([O-])([O-])=O.[Cs+].[Cs+].O. The product is [Cl:26][C:21]1[CH:22]=[CH:23][CH:24]=[CH:25][C:20]=1[N:19]1[C:15]([C:13]2[N:14]=[C:7]3[C:6]4[CH:28]=[C:2]([C:29]5[CH:34]=[CH:33][CH:32]=[CH:31][CH:30]=5)[CH:3]=[CH:4][C:5]=4[O:11][CH2:10][CH2:9][N:8]3[CH:12]=2)=[N:16][C:17]([NH2:27])=[N:18]1. The yield is 0.210. (6) The reactants are [CH3:1][N:2]([CH3:32])[C:3]1[C:8]([CH:9]([CH3:11])[CH3:10])=[CH:7][C:6]([PH:12](=O)[C:13]2[CH:18]=[C:17]([CH:19]([CH3:21])[CH3:20])[C:16]([N:22]([CH3:24])[CH3:23])=[C:15]([CH:25]([CH3:27])[CH3:26])[CH:14]=2)=[CH:5][C:4]=1[CH:29]([CH3:31])[CH3:30].[BH3:33].O1CCCC1. The catalyst is C1(C)C=CC=CC=1. The product is [CH3:32][N:2]([CH3:1])[C:3]1[C:8]([CH:9]([CH3:11])[CH3:10])=[CH:7][C:6]([PH:12][C:13]2[CH:18]=[C:17]([CH:19]([CH3:20])[CH3:21])[C:16]([N:22]([CH3:24])[CH3:23])=[C:15]([CH:25]([CH3:27])[CH3:26])[CH:14]=2)=[CH:5][C:4]=1[CH:29]([CH3:31])[CH3:30].[BH3:33]. The yield is 0.670. (7) The reactants are C[O:2][C:3](=[O:20])[CH:4]([C:11]1[CH:16]=[CH:15][CH:14]=[C:13]([N+:17]([O-:19])=[O:18])[CH:12]=1)[CH2:5][CH:6]1[CH2:10][CH2:9][CH2:8][CH2:7]1.[OH-].[Li+]. The catalyst is O1CCCC1.O. The product is [CH:6]1([CH2:5][CH:4]([C:11]2[CH:16]=[CH:15][CH:14]=[C:13]([N+:17]([O-:19])=[O:18])[CH:12]=2)[C:3]([OH:20])=[O:2])[CH2:10][CH2:9][CH2:8][CH2:7]1. The yield is 0.919. (8) The reactants are Cl[C:2]1[N:7]=[CH:6][NH:5][C:4]2=[N:8][CH:9]=[CH:10][C:3]=12.CCN(C(C)C)C(C)C.[NH2:20][C@@H:21]1[C:29]2[C:24](=[CH:25][CH:26]=[CH:27][CH:28]=2)[CH2:23][CH2:22]1. The catalyst is C(O)CCC. The product is [C@@H:21]1([NH:20][C:2]2[C:3]3[CH:10]=[CH:9][NH:8][C:4]=3[N:5]=[CH:6][N:7]=2)[C:29]2[C:24](=[CH:25][CH:26]=[CH:27][CH:28]=2)[CH2:23][CH2:22]1. The yield is 0.800. (9) The product is [CH3:1][N:2]([C:4]1[CH:5]=[C:6]([CH:11]=[CH:12][C:13]=1[O:14][CH2:24][CH:23]1[CH2:26][CH2:27][CH2:28][NH:22]1)[C:7]([O:9][CH3:10])=[O:8])[CH3:3]. The reactants are [CH3:1][N:2]([C:4]1[CH:5]=[C:6]([CH:11]=[CH:12][C:13]=1[OH:14])[C:7]([O:9][CH3:10])=[O:8])[CH3:3].C(OC([N:22]1[CH2:28][CH2:27][CH2:26][C@H:23]1[CH2:24]O)=O)(C)(C)C.C1C=CC(P(C2C=CC=CC=2)C2C=CC=CC=2)=CC=1.CC(OC(/N=N/C(OC(C)C)=O)=O)C.C(O)(C(F)(F)F)=O. The yield is 0.890. The catalyst is C1COCC1.C(Cl)Cl.